This data is from Full USPTO retrosynthesis dataset with 1.9M reactions from patents (1976-2016). The task is: Predict the reactants needed to synthesize the given product. (1) Given the product [F:9][C:3]1[CH:4]=[C:5]([OH:8])[CH:6]=[CH:7][C:2]=1[NH:1][S:11]([CH3:10])(=[O:13])=[O:12], predict the reactants needed to synthesize it. The reactants are: [NH2:1][C:2]1[CH:7]=[CH:6][C:5]([OH:8])=[CH:4][C:3]=1[F:9].[CH3:10][S:11](Cl)(=[O:13])=[O:12]. (2) Given the product [C:10]([O:8][CH2:7][CH:5]1[CH2:4][O:3][C:2]([CH3:9])([CH3:1])[O:6]1)(=[O:12])[CH3:11], predict the reactants needed to synthesize it. The reactants are: [CH3:1][C:2]1([CH3:9])[O:6][CH:5]([CH2:7][OH:8])[CH2:4][O:3]1.[C:10](OC(=O)C)(=[O:12])[CH3:11]. (3) The reactants are: Cl.O1CCOCC1.C(O[C:13](=O)[N:14]([C:16]1[CH:21]=[CH:20][C:19]([O:22][CH2:23][C:24]2[N:25]([C:32]3[C:37]([Cl:38])=[CH:36][CH:35]=[CH:34][C:33]=3[Cl:39])[N:26]=[CH:27][C:28]=2[CH:29]([CH3:31])[CH3:30])=[CH:18][C:17]=1[CH3:40])C)(C)(C)C. Given the product [Cl:38][C:37]1[CH:36]=[CH:35][CH:34]=[C:33]([Cl:39])[C:32]=1[N:25]1[C:24]([CH2:23][O:22][C:19]2[CH:20]=[CH:21][C:16]([NH:14][CH3:13])=[C:17]([CH3:40])[CH:18]=2)=[C:28]([CH:29]([CH3:31])[CH3:30])[CH:27]=[N:26]1, predict the reactants needed to synthesize it.